Dataset: Reaction yield outcomes from USPTO patents with 853,638 reactions. Task: Predict the reaction yield, written as a fraction of the theoretical maximum amount of product (1.0 means a 100% yield; for example, 0.34 means a 34% yield). The reactants are Br[C:2]1[CH:3]=[C:4]([C@@H:9]([NH:13][C:14](=[O:20])[O:15][C:16]([CH3:19])([CH3:18])[CH3:17])[CH2:10][CH:11]=[CH2:12])[CH:5]=[C:6]([F:8])[CH:7]=1.[CH3:21][N:22]1[CH:26]=[C:25]([N+:27]([O-:29])=[O:28])[CH:24]=[N:23]1.C12(P(C34CC5CC(CC(C5)C3)C4)CCCC)CC3CC(CC(C3)C1)C2.C(O)(=O)C(C)(C)C.C([O-])([O-])=O.[K+].[K+]. The catalyst is CC([O-])=O.CC([O-])=O.[Pd+2].CN(C=O)C. The product is [F:8][C:6]1[CH:5]=[C:4]([C@@H:9]([NH:13][C:14](=[O:20])[O:15][C:16]([CH3:19])([CH3:18])[CH3:17])[CH2:10][CH:11]=[CH2:12])[CH:3]=[C:2]([C:26]2[N:22]([CH3:21])[N:23]=[CH:24][C:25]=2[N+:27]([O-:29])=[O:28])[CH:7]=1. The yield is 0.570.